This data is from Catalyst prediction with 721,799 reactions and 888 catalyst types from USPTO. The task is: Predict which catalyst facilitates the given reaction. (1) Reactant: [CH3:1][O:2][C:3]1[N:8]=[CH:7][C:6]([NH:9][C:10]2[C:15]([C:16]3[N:21]=[C:20]([CH3:22])[N:19]=[C:18](SC)[N:17]=3)=[CH:14][N:13]=[C:12]([N:25]([CH3:27])[CH3:26])[N:11]=2)=[CH:5][CH:4]=1.[NH3:28]. Product: [NH2:28][C:18]1[N:19]=[C:20]([CH3:22])[N:21]=[C:16]([C:15]2[C:10]([NH:9][C:6]3[CH:7]=[N:8][C:3]([O:2][CH3:1])=[CH:4][CH:5]=3)=[N:11][C:12]([N:25]([CH3:27])[CH3:26])=[N:13][CH:14]=2)[N:17]=1. The catalyst class is: 12. (2) Reactant: [O:1]=[C:2]1[CH2:8][CH2:7][C:6](=[O:9])[C:5]2[CH:10]=[CH:11][CH:12]=[CH:13][C:4]=2[N:3]1[CH2:14][CH2:15][CH2:16][CH2:17][N:18]1[CH2:24][C@H:23]2[C@@H:19]1[CH2:20][N:21](C(OCC1C=CC=CC=1)=O)[CH2:22]2.[H][H]. Product: [C@@H:23]12[CH2:24][N:18]([CH2:17][CH2:16][CH2:15][CH2:14][N:3]3[C:4]4[CH:13]=[CH:12][CH:11]=[CH:10][C:5]=4[C:6](=[O:9])[CH2:7][CH2:8][C:2]3=[O:1])[C@H:19]1[CH2:20][NH:21][CH2:22]2. The catalyst class is: 19. (3) Reactant: [N:1]1[CH:6]=[CH:5][CH:4]=[C:3]([NH:7][C:8](=[O:15])OCC(Cl)(Cl)Cl)[N:2]=1.Cl.Cl.[F:18][C:19]1[CH:20]=[C:21]([C:26]2[CH:31]=[CH:30][N:29]=[C:28]([N:32]3[CH2:37][CH2:36][NH:35][CH2:34][CH2:33]3)[N:27]=2)[CH:22]=[CH:23][C:24]=1[F:25]. Product: [F:18][C:19]1[CH:20]=[C:21]([C:26]2[CH:31]=[CH:30][N:29]=[C:28]([N:32]3[CH2:37][CH2:36][N:35]([C:8]([NH:7][C:3]4[N:2]=[N:1][CH:6]=[CH:5][CH:4]=4)=[O:15])[CH2:34][CH2:33]3)[N:27]=2)[CH:22]=[CH:23][C:24]=1[F:25]. The catalyst class is: 188. (4) Reactant: ClC(Cl)(O[C:5](=[O:11])OC(Cl)(Cl)Cl)Cl.[N:13]1([C:19]2[C:20]3[N:34]=[N:33][N:32]([CH2:35][C:36]([F:39])([F:38])[F:37])[C:21]=3[N:22]=[C:23]([C:25]3[CH:31]=[CH:30][C:28]([NH2:29])=[CH:27][CH:26]=3)[N:24]=2)[CH2:18][CH2:17][O:16][CH2:15][CH2:14]1.[NH2:40][C:41]1[CH:42]=[N:43][CH:44]=[CH:45][CH:46]=1.CCN(CC)CC. Product: [N:13]1([C:19]2[C:20]3[N:34]=[N:33][N:32]([CH2:35][C:36]([F:38])([F:39])[F:37])[C:21]=3[N:22]=[C:23]([C:25]3[CH:31]=[CH:30][C:28]([NH:29][C:5]([NH:40][C:41]4[CH:42]=[N:43][CH:44]=[CH:45][CH:46]=4)=[O:11])=[CH:27][CH:26]=3)[N:24]=2)[CH2:14][CH2:15][O:16][CH2:17][CH2:18]1. The catalyst class is: 22.